From a dataset of Reaction yield outcomes from USPTO patents with 853,638 reactions. Predict the reaction yield, written as a fraction of the theoretical maximum amount of product (1.0 means a 100% yield; for example, 0.34 means a 34% yield). (1) The yield is 0.790. The product is [CH:1]([N:14]1[CH2:19][C@@H:18]2[CH2:20][C@H:15]1[CH2:16][N:17]2[C:21]1[N:26]=[CH:25][C:24]([C:27]([NH:34][OH:32])=[O:28])=[CH:23][N:22]=1)([C:2]1[CH:7]=[CH:6][CH:5]=[CH:4][CH:3]=1)[C:8]1[CH:9]=[CH:10][CH:11]=[CH:12][CH:13]=1. The reactants are [CH:1]([N:14]1[CH2:19][C@@H:18]2[CH2:20][C@H:15]1[CH2:16][N:17]2[C:21]1[N:26]=[CH:25][C:24]([C:27](OCC)=[O:28])=[CH:23][N:22]=1)([C:8]1[CH:13]=[CH:12][CH:11]=[CH:10][CH:9]=1)[C:2]1[CH:7]=[CH:6][CH:5]=[CH:4][CH:3]=1.[OH-:32].[K+].[NH2:34]O.CO. The catalyst is C1COCC1. (2) The reactants are [CH2:1]([NH:8][CH2:9][CH:10]1[CH2:15][CH:14]([OH:16])[CH:13]=[CH:12][CH2:11]1)[C:2]1[CH:7]=[CH:6][CH:5]=[CH:4][CH:3]=1. The catalyst is ClCCl.[O-2].[O-2].[Mn+4]. The product is [CH2:1]([N:8]1[CH2:9][CH:10]2[CH2:11][CH:12]1[CH2:13][C:14](=[O:16])[CH2:15]2)[C:2]1[CH:7]=[CH:6][CH:5]=[CH:4][CH:3]=1. The yield is 0.680. (3) The reactants are [Cl:1][C:2]1[CH:3]=[CH:4][C:5]2[N:11]([CH2:12][C:13]([CH3:17])([CH3:16])[CH2:14][OH:15])[C:10](=[O:18])[C@@H:9]([CH2:19][C:20]([NH:22][C:23]3[CH:24]=[C:25]([CH:29]=[CH:30][CH:31]=3)[C:26]([OH:28])=[O:27])=[O:21])[O:8][C@H:7]([C:32]3[CH:37]=[CH:36][CH:35]=[C:34]([O:38][CH3:39])[C:33]=3[O:40][CH3:41])[C:6]=2[CH:42]=1.N1C=CC=CC=1.[C:49](OCC)(=[O:51])[CH3:50].C(Cl)(=O)C. The catalyst is O. The product is [C:49]([O:15][CH2:14][C:13]([CH3:17])([CH3:16])[CH2:12][N:11]1[C:5]2[CH:4]=[CH:3][C:2]([Cl:1])=[CH:42][C:6]=2[C@@H:7]([C:32]2[CH:37]=[CH:36][CH:35]=[C:34]([O:38][CH3:39])[C:33]=2[O:40][CH3:41])[O:8][C@H:9]([CH2:19][C:20]([NH:22][C:23]2[CH:24]=[C:25]([CH:29]=[CH:30][CH:31]=2)[C:26]([OH:28])=[O:27])=[O:21])[C:10]1=[O:18])(=[O:51])[CH3:50]. The yield is 0.880.